From a dataset of Forward reaction prediction with 1.9M reactions from USPTO patents (1976-2016). Predict the product of the given reaction. Given the reactants [F:1][C:2]([F:43])([F:42])[C@H:3]([N:29]1[CH2:33][CH2:32][C@H:31]([NH:34]C(=O)OC(C)(C)C)[CH2:30]1)[C:4]1[CH:5]=[CH:6][C:7]2[N:8]([C:10]([C:13]3[CH:22]=[CH:21][C:20]4[C:15](=[CH:16][C:17]([O:23][C@H:24]([CH3:28])[CH2:25][O:26][CH3:27])=[CH:18][CH:19]=4)[N:14]=3)=[N:11][N:12]=2)[CH:9]=1.[ClH:44], predict the reaction product. The product is: [ClH:44].[ClH:44].[F:42][C:2]([F:1])([F:43])[C@H:3]([N:29]1[CH2:33][CH2:32][C@H:31]([NH2:34])[CH2:30]1)[C:4]1[CH:5]=[CH:6][C:7]2[N:8]([C:10]([C:13]3[CH:22]=[CH:21][C:20]4[C:15](=[CH:16][C:17]([O:23][C@H:24]([CH3:28])[CH2:25][O:26][CH3:27])=[CH:18][CH:19]=4)[N:14]=3)=[N:11][N:12]=2)[CH:9]=1.